Dataset: Forward reaction prediction with 1.9M reactions from USPTO patents (1976-2016). Task: Predict the product of the given reaction. (1) Given the reactants [OH:1][CH:2]([CH:7]([OH:34])[C:8]1[CH:13]=[CH:12][C:11]([O:14][CH2:15][C:16]2[CH:21]=[CH:20][C:19]([O:22][CH2:23]/[C:24](=[N:31]\[O:32][CH3:33])/[C:25]3[CH:30]=[CH:29][CH:28]=[CH:27][CH:26]=3)=[CH:18][CH:17]=2)=[CH:10][CH:9]=1)[C:3]([O:5][CH3:6])=[O:4].N1C=CC=C[CH:36]=1.Cl[C:42](Cl)([O:44]C(=O)OC(Cl)(Cl)Cl)Cl, predict the reaction product. The product is: [CH3:33][O:32]/[N:31]=[C:24](/[C:25]1[CH:26]=[CH:27][CH:28]=[CH:29][CH:30]=1)\[CH2:23][O:22][C:19]1[CH:20]=[CH:21][C:16]([CH2:15][O:14][C:11]2[CH:12]=[CH:13][C:8]([CH:7]3[O:34][C:42](=[O:44])[O:1][CH:2]3[C:3]([O:5][CH2:6][CH3:36])=[O:4])=[CH:9][CH:10]=2)=[CH:17][CH:18]=1. (2) Given the reactants [CH3:1][O:2][C:3]([C:5]1[CH:10]=[C:9]([CH2:11]O)[CH:8]=[CH:7][N:6]=1)=[O:4].C([N:15]([CH2:18][CH3:19])CC)C.CS(Cl)(=O)=O.[CH:25]([C:28]1[C:33](=[O:34])[NH:32][C:31](=[O:35])[NH:30][C:29]=1OC1C=C(C=C(C)C=1)C#N)([CH3:27])[CH3:26].[C:46](=[O:49])([O-])[O-].[K+].[K+].[I-].[Li+], predict the reaction product. The product is: [CH3:1][O:2][C:3]([C:5]1[CH:10]=[C:9]([CH2:11][N:30]2[C:29]([C:46](=[O:49])[C:5]3[CH:10]=[C:9]([CH3:11])[CH:8]=[C:19]([C:18]#[N:15])[CH:3]=3)=[C:28]([CH:25]([CH3:26])[CH3:27])[C:33](=[O:34])[NH:32][C:31]2=[O:35])[CH:8]=[CH:7][N:6]=1)=[O:4]. (3) Given the reactants [NH2:1][C:2]1[CH:36]=[CH:35][C:5]([O:6][C:7]2[CH:12]=[CH:11][N:10]=[C:9]3[CH:13]=[C:14]([C:16]4[N:21]=[CH:20][C:19]([CH2:22][N:23]([CH2:31][CH2:32][O:33][CH3:34])C(=O)OC(C)(C)C)=[CH:18][CH:17]=4)[S:15][C:8]=23)=[C:4]([F:37])[CH:3]=1.[CH2:38]([O:40][CH:41](O)[C:42]([F:45])([F:44])[F:43])[CH3:39], predict the reaction product. The product is: [CH2:38]([O:40][CH:41]([NH:1][C:2]1[CH:36]=[CH:35][C:5]([O:6][C:7]2[CH:12]=[CH:11][N:10]=[C:9]3[CH:13]=[C:14]([C:16]4[CH:17]=[CH:18][C:19]([CH2:22][NH:23][CH2:31][CH2:32][O:33][CH3:34])=[CH:20][N:21]=4)[S:15][C:8]=23)=[C:4]([F:37])[CH:3]=1)[C:42]([F:45])([F:44])[F:43])[CH3:39]. (4) Given the reactants [N+:1]([C:4]1[CH:5]=[C:6]([CH:10]=[CH:11][C:12]=1C)[C:7]([OH:9])=[O:8])([O-:3])=[O:2].[C:14](O)([CH3:17])([CH3:16])[CH3:15].Cl.[CH3:20]N(C)CCCN=C=NCC.C(OCC)(=O)C, predict the reaction product. The product is: [C:14]([O:9][C:7](=[O:8])[C:6]1([CH3:20])[CH:10]=[CH:11][CH:12]=[C:4]([N+:1]([O-:3])=[O:2])[CH2:5]1)([CH3:17])([CH3:16])[CH3:15]. (5) Given the reactants [N:1]1([C:10]2[C:19]3[C:14](=[CH:15][CH:16]=[C:17](I)[CH:18]=3)[N:13]=[CH:12][N:11]=2)[C:9]2[C:4](=[CH:5][CH:6]=[CH:7][CH:8]=2)[CH2:3][CH2:2]1.CC1(C)C(C)(C)OB([C:29]2[CH:30]=[C:31]3[CH:37]=[CH:36][N:35]([Si:38]([CH:45]([CH3:47])[CH3:46])([CH:42]([CH3:44])[CH3:43])[CH:39]([CH3:41])[CH3:40])[C:32]3=[N:33][CH:34]=2)O1.C(=O)([O-])O.[Na+], predict the reaction product. The product is: [N:1]1([C:10]2[C:19]3[C:14](=[CH:15][CH:16]=[C:17]([C:29]4[CH:30]=[C:31]5[CH:37]=[CH:36][N:35]([Si:38]([CH:42]([CH3:44])[CH3:43])([CH:45]([CH3:47])[CH3:46])[CH:39]([CH3:40])[CH3:41])[C:32]5=[N:33][CH:34]=4)[CH:18]=3)[N:13]=[CH:12][N:11]=2)[C:9]2[C:4](=[CH:5][CH:6]=[CH:7][CH:8]=2)[CH2:3][CH2:2]1. (6) Given the reactants [Br:1][C:2]1[CH:6]=[C:5]([C:7]2[O:12][C:11](=[O:13])[C:10]3[CH:14]=[C:15]([Cl:19])[CH:16]=[C:17]([Cl:18])[C:9]=3[N:8]=2)[N:4]([C:20]2[CH:25]=[CH:24][CH:23]=[CH:22][C:21]=2[Cl:26])[N:3]=1.[CH3:27][NH2:28], predict the reaction product. The product is: [Br:1][C:2]1[CH:6]=[C:5]([C:7]([NH:8][C:9]2[C:10]([C:11]([NH:28][CH3:27])=[O:13])=[CH:14][C:15]([Cl:19])=[CH:16][C:17]=2[Cl:18])=[O:12])[N:4]([C:20]2[CH:25]=[CH:24][CH:23]=[CH:22][C:21]=2[Cl:26])[N:3]=1. (7) Given the reactants [NH2:1][CH:2]([C:5]([F:8])([CH3:7])[CH3:6])[CH2:3][OH:4].C1C[O:12][CH2:11]C1, predict the reaction product. The product is: [F:8][C:5]([CH:2]1[CH2:3][O:4][C:11](=[O:12])[NH:1]1)([CH3:7])[CH3:6].